This data is from Forward reaction prediction with 1.9M reactions from USPTO patents (1976-2016). The task is: Predict the product of the given reaction. (1) Given the reactants [C:1]([C:3]1[CH:24]=[CH:23][C:6]([CH2:7][NH:8][C:9](=[O:22])[CH:10]([C:13]2[C:18]([F:19])=[CH:17][CH:16]=[C:15]([OH:20])[C:14]=2[F:21])[O:11][CH3:12])=[CH:5][CH:4]=1)#[N:2].[F:25][C:26]1[CH:34]=[CH:33][C:29](C(O)=O)=[CH:28][CH:27]=1.CCN(CC)CC.CCOC(C)=O, predict the reaction product. The product is: [C:1]([C:3]1[CH:4]=[CH:5][C:6]([CH2:7][NH:8][C:9](=[O:22])[CH:10]([C:13]2[C:18]([F:19])=[CH:17][CH:16]=[C:15]([O:20][C:29]3[CH:33]=[CH:34][C:26]([F:25])=[CH:27][CH:28]=3)[C:14]=2[F:21])[O:11][CH3:12])=[CH:23][CH:24]=1)#[N:2]. (2) Given the reactants [Cl:1][C:2]1[C:27]([C:28]([F:31])([F:30])[F:29])=[CH:26][CH:25]=[CH:24][C:3]=1[CH2:4][N:5]([CH2:10][CH:11]([C:18]1[CH:23]=[CH:22][CH:21]=[CH:20][CH:19]=1)[C:12]1[CH:17]=[CH:16][CH:15]=[CH:14][CH:13]=1)[CH2:6][CH2:7][CH2:8][OH:9].[C:32]([O:36][C:37]([N:39]1[CH2:44][CH2:43][N:42]([C:45]2[CH:50]=[CH:49][CH:48]=[C:47](O)[CH:46]=2)[CH2:41][CH2:40]1)=[O:38])([CH3:35])([CH3:34])[CH3:33].C1(P(C2C=CC=CC=2)C2C=CC=CC=2)C=CC=CC=1.CC(OC(/N=N/C(OC(C)C)=O)=O)C, predict the reaction product. The product is: [C:32]([O:36][C:37]([N:39]1[CH2:44][CH2:43][N:42]([C:45]2[CH:50]=[CH:49][CH:48]=[C:47]([O:9][CH2:8][CH2:7][CH2:6][N:5]([CH2:4][C:3]3[CH:24]=[CH:25][CH:26]=[C:27]([C:28]([F:29])([F:30])[F:31])[C:2]=3[Cl:1])[CH2:10][CH:11]([C:12]3[CH:17]=[CH:16][CH:15]=[CH:14][CH:13]=3)[C:18]3[CH:19]=[CH:20][CH:21]=[CH:22][CH:23]=3)[CH:46]=2)[CH2:41][CH2:40]1)=[O:38])([CH3:35])([CH3:33])[CH3:34]. (3) Given the reactants Cl.[CH3:2][O:3][C:4](=[O:17])[C@H:5]([CH2:7][C:8]1[C:16]2[C:11](=[CH:12][CH:13]=[CH:14][CH:15]=2)[NH:10][CH:9]=1)[NH2:6].C[O:19][C:20](=O)[CH2:21][C@H:22]1[CH2:26]OS(=O)(=O)[N:23]1[C:29]([O:31][CH2:32][CH:33]1[C:45]2[CH:44]=[CH:43][CH:42]=[CH:41][C:40]=2[C:39]2[C:34]1=[CH:35][CH:36]=[CH:37][CH:38]=2)=[O:30].P(O)(O)([O-])=O.[K+], predict the reaction product. The product is: [CH3:2][O:3][C:4](=[O:17])[C@@H:5]([N:6]1[CH2:26][C@@H:22]([NH:23][C:29]([O:31][CH2:32][CH:33]2[C:34]3[CH:35]=[CH:36][CH:37]=[CH:38][C:39]=3[C:40]3[C:45]2=[CH:44][CH:43]=[CH:42][CH:41]=3)=[O:30])[CH2:21][C:20]1=[O:19])[CH2:7][C:8]1[C:16]2[C:11](=[CH:12][CH:13]=[CH:14][CH:15]=2)[NH:10][CH:9]=1. (4) The product is: [CH3:23][C:22]([O:21][C:19]([NH:11][CH2:10][CH:2]1[CH2:3][CH2:4][CH:5]([C:7]([OH:9])=[O:8])[CH2:6][CH2:1]1)=[O:20])([CH3:25])[CH3:24]. Given the reactants [CH2:1]1[CH2:6][C@H:5]([C:7]([OH:9])=[O:8])[CH2:4][CH2:3][C@H:2]1[CH2:10][NH2:11].C(N(CC)CC)C.[C:19](O[C:19]([O:21][C:22]([CH3:25])([CH3:24])[CH3:23])=[O:20])([O:21][C:22]([CH3:25])([CH3:24])[CH3:23])=[O:20], predict the reaction product. (5) The product is: [F:6][C:7]1[CH:14]=[CH:13][CH:12]=[C:9]([CH:10]=[CH2:2])[C:8]=1[OH:15]. Given the reactants [Li][CH2:2]CCC.[F:6][C:7]1[C:8]([OH:15])=[C:9]([CH:12]=[CH:13][CH:14]=1)[CH:10]=O, predict the reaction product. (6) Given the reactants [Cl:1][C:2]1[CH:3]=[C:4]([CH:7]=[C:8]([F:10])[CH:9]=1)[NH:5][CH3:6].Br.Br[CH:13]([C:15]1[CH:16]=[C:17]([C:32]([N:34]([CH3:36])[CH3:35])=[O:33])[CH:18]=[C:19]2[C:24]=1[O:23][C:22]([N:25]1[CH2:30][CH2:29][O:28][CH2:27][CH2:26]1)=[CH:21][C:20]2=[O:31])[CH3:14], predict the reaction product. The product is: [Cl:1][C:2]1[CH:3]=[C:4]([N:5]([CH3:6])[CH:13]([C:15]2[CH:16]=[C:17]([C:32]([N:34]([CH3:36])[CH3:35])=[O:33])[CH:18]=[C:19]3[C:24]=2[O:23][C:22]([N:25]2[CH2:30][CH2:29][O:28][CH2:27][CH2:26]2)=[CH:21][C:20]3=[O:31])[CH3:14])[CH:7]=[C:8]([F:10])[CH:9]=1. (7) Given the reactants [CH3:1][N:2]1[C:6]2[CH:7]=[C:8]([O:21][C:22]3[CH:27]=[CH:26][CH:25]=[C:24]([O:28][CH2:29][C:30]4([CH3:33])[CH2:32][O:31]4)[CH:23]=3)[C:9]([NH:11][S:12]([C:15]3[N:16]=[CH:17][N:18]([CH3:20])[CH:19]=3)(=[O:14])=[O:13])=[CH:10][C:5]=2[N:4]([CH3:34])[C:3]1=[O:35].[CH3:36][NH2:37], predict the reaction product. The product is: [OH:31][C:30]([CH3:33])([CH2:32][NH:37][CH3:36])[CH2:29][O:28][C:24]1[CH:23]=[C:22]([CH:27]=[CH:26][CH:25]=1)[O:21][C:8]1[C:9]([NH:11][S:12]([C:15]2[N:16]=[CH:17][N:18]([CH3:20])[CH:19]=2)(=[O:13])=[O:14])=[CH:10][C:5]2[N:4]([CH3:34])[C:3](=[O:35])[N:2]([CH3:1])[C:6]=2[CH:7]=1. (8) Given the reactants [Br:1]Br.C1(P(C2C=CC=CC=2)C2C=CC=CC=2)C=CC=CC=1.N1C=CN=C1.[Si:27]([O:34][CH:35]([C:41]1([CH2:45][CH2:46][CH3:47])[CH2:44][CH2:43][CH2:42]1)[CH2:36][CH:37]=[CH:38][CH2:39]O)([C:30]([CH3:33])([CH3:32])[CH3:31])([CH3:29])[CH3:28], predict the reaction product. The product is: [Br:1][CH2:39][CH:38]=[CH:37][CH2:36][CH:35]([C:41]1([CH2:45][CH2:46][CH3:47])[CH2:44][CH2:43][CH2:42]1)[O:34][Si:27]([C:30]([CH3:33])([CH3:32])[CH3:31])([CH3:29])[CH3:28].